Dataset: Full USPTO retrosynthesis dataset with 1.9M reactions from patents (1976-2016). Task: Predict the reactants needed to synthesize the given product. (1) Given the product [OH:1][C:2]1([C:9]2[S:10][CH:11]=[CH:12][N:13]=2)[CH2:7][CH2:6][CH:5]([N:14]2[CH2:17][CH:16]([NH:18][C:19]([CH2:21][NH:22][C:23](=[O:34])[C:24]3[CH:29]=[CH:28][CH:27]=[C:26]([C:30]([F:33])([F:31])[F:32])[CH:25]=3)=[O:20])[CH2:15]2)[CH2:4][CH2:3]1, predict the reactants needed to synthesize it. The reactants are: [OH:1][C:2]1([C:9]2[S:10][CH:11]=[CH:12][N:13]=2)[CH2:7][CH2:6][C:5](=O)[CH2:4][CH2:3]1.[NH:14]1[CH2:17][CH:16]([NH:18][C:19]([CH2:21][NH:22][C:23](=[O:34])[C:24]2[CH:29]=[CH:28][CH:27]=[C:26]([C:30]([F:33])([F:32])[F:31])[CH:25]=2)=[O:20])[CH2:15]1. (2) Given the product [CH2:1]([O:3][C:4]1[CH:5]=[C:6]2[C:11](=[C:12]3[CH2:16][C:15]([CH3:18])([CH3:17])[O:14][C:13]=13)[C:10]([C:19]1[CH:24]=[CH:23][CH:22]=[CH:21][CH:20]=1)=[N:9][C:8]([CH3:25])([CH2:26][NH2:27])[CH2:7]2)[CH3:2], predict the reactants needed to synthesize it. The reactants are: [CH2:1]([O:3][C:4]1[CH:5]=[C:6]2[C:11](=[C:12]3[CH2:16][C:15]([CH3:18])([CH3:17])[O:14][C:13]=13)[C:10]([C:19]1[CH:24]=[CH:23][CH:22]=[CH:21][CH:20]=1)=[N:9][C:8]([CH2:26][N:27]1C(=O)C3C(=CC=CC=3)C1=O)([CH3:25])[CH2:7]2)[CH3:2].O.NN.[OH-].[Na+]. (3) Given the product [N:1]([C@@H:4]([C@@H:34]([C:43]1[CH:44]=[CH:45][C:46]([Cl:49])=[CH:47][CH:48]=1)[C:35]1[CH:36]=[N:37][C:38]([O:41][CH3:42])=[CH:39][CH:40]=1)[C:5]([NH:7][C:8]1[CH:13]=[CH:12][CH:11]=[C:10]([F:14])[C:9]=1[CH2:15][CH2:16][C@H:17]([NH:24][S:25]([C:28]1[CH:33]=[CH:32][CH:31]=[CH:30][CH:29]=1)(=[O:27])=[O:26])[CH2:18][N:19]([CH2:20][C@@H:21]([OH:23])[CH3:22])[C:50](=[O:51])[O:52][C:53]([CH3:56])([CH3:55])[CH3:54])=[O:6])=[N+:2]=[N-:3], predict the reactants needed to synthesize it. The reactants are: [N:1]([C@@H:4]([C@@H:34]([C:43]1[CH:48]=[CH:47][C:46]([Cl:49])=[CH:45][CH:44]=1)[C:35]1[CH:36]=[N:37][C:38]([O:41][CH3:42])=[CH:39][CH:40]=1)[C:5]([NH:7][C:8]1[CH:13]=[CH:12][CH:11]=[C:10]([F:14])[C:9]=1[CH2:15][CH2:16][C@H:17]([NH:24][S:25]([C:28]1[CH:33]=[CH:32][CH:31]=[CH:30][CH:29]=1)(=[O:27])=[O:26])[CH2:18][NH:19][CH2:20][C@H:21]([OH:23])[CH3:22])=[O:6])=[N+:2]=[N-:3].[C:50](O[C:50]([O:52][C:53]([CH3:56])([CH3:55])[CH3:54])=[O:51])([O:52][C:53]([CH3:56])([CH3:55])[CH3:54])=[O:51].C(N(CC)CC)C. (4) Given the product [N:7]1[C:2]2[NH:1][CH:10]=[CH:11][C:3]=2[C:4]([OH:9])=[N:5][C:6]=1[OH:8], predict the reactants needed to synthesize it. The reactants are: [NH2:1][C:2]1[NH:7][C:6](=[O:8])[NH:5][C:4](=[O:9])[CH:3]=1.[C:10]([O-])(=O)[CH3:11].[Na+].ClCC=O. (5) Given the product [N:6]1[NH:7][C:8](=[O:10])[CH:9]=[C:4]2[CH2:3][CH2:2][O:11][C:5]=12, predict the reactants needed to synthesize it. The reactants are: O[CH2:2][CH2:3][C:4]1[C:5](=[O:11])[NH:6][NH:7][C:8](=[O:10])[CH:9]=1.C1(P(C2C=CC=CC=2)C2C=CC=CC=2)C=CC=CC=1.N(/C(OC(C)C)=O)=N\C(OC(C)C)=O. (6) Given the product [O:6]1[C:5]2[CH:9]=[CH:10][C:2]([C:27]3[CH:26]=[C:25]([CH:30]=[CH:29][CH:28]=3)[O:24][CH2:23][CH:22]([OH:40])[CH2:21][N:12]3[CH2:13][CH2:14][C:15]4[C:20](=[CH:19][CH:18]=[CH:17][CH:16]=4)[CH2:11]3)=[CH:3][C:4]=2[O:8][CH2:7]1, predict the reactants needed to synthesize it. The reactants are: Br[C:2]1[CH:10]=[CH:9][C:5]2[O:6][CH2:7][O:8][C:4]=2[CH:3]=1.[CH2:11]1[C:20]2[C:15](=[CH:16][CH:17]=[CH:18][CH:19]=2)[CH2:14][CH2:13][N:12]1[CH2:21][CH:22]([OH:40])[CH2:23][O:24][C:25]1[CH:30]=[CH:29][CH:28]=[C:27](B2OC(C)(C)C(C)(C)O2)[CH:26]=1.C([O-])([O-])=O.[K+].[K+]. (7) Given the product [Cl:1][C:2]1[C:3]([O:12][CH3:13])=[CH:4][C:5]([CH3:11])=[C:6]([C:15]2[N:20]=[C:19]([NH2:21])[N:18]=[C:17]([NH:22][CH3:23])[CH:16]=2)[CH:7]=1, predict the reactants needed to synthesize it. The reactants are: [Cl:1][C:2]1[C:3]([O:12][CH3:13])=[CH:4][C:5]([CH3:11])=[C:6](B(O)O)[CH:7]=1.I[C:15]1[N:20]=[C:19]([NH2:21])[N:18]=[C:17]([NH:22][CH3:23])[CH:16]=1. (8) Given the product [CH3:39][O:38][C:35]1[N:36]=[CH:37][C:32]([N:30]2[C:11]([C:14]3[CH:18]=[CH:17][N:16]([CH3:19])[CH:15]=3)=[CH:12][C:21]([C:20]([O:27][CH2:28][CH3:29])=[O:26])=[N:31]2)=[CH:33][CH:34]=1, predict the reactants needed to synthesize it. The reactants are: C[Si]([N-][Si](C)(C)C)(C)C.[Li+].[C:11]([C:14]1[CH:18]=[CH:17][N:16]([CH3:19])[CH:15]=1)(=O)[CH3:12].[C:20]([O:27][CH2:28][CH3:29])(=[O:26])[C:21](OCC)=O.[NH:30]([C:32]1[CH:33]=[CH:34][C:35]([O:38][CH3:39])=[N:36][CH:37]=1)[NH2:31].C(=O)(O)[O-].[Na+].